From a dataset of Full USPTO retrosynthesis dataset with 1.9M reactions from patents (1976-2016). Predict the reactants needed to synthesize the given product. (1) Given the product [Cl:1][C:2]1[N:7]=[CH:6][C:5]2[N:8]=[CH:9][N:10]([C:11]3[S:15][C:14]([C:16]([NH2:32])=[O:18])=[C:13]([O:20][CH2:21][C:22]4[CH:27]=[CH:26][CH:25]=[CH:24][C:23]=4[C:28]([F:30])([F:31])[F:29])[CH:12]=3)[C:4]=2[CH:3]=1, predict the reactants needed to synthesize it. The reactants are: [Cl:1][C:2]1[N:7]=[CH:6][C:5]2[N:8]=[CH:9][N:10]([C:11]3[S:15][C:14]([C:16]([O:18]C)=O)=[C:13]([O:20][CH2:21][C:22]4[CH:27]=[CH:26][CH:25]=[CH:24][C:23]=4[C:28]([F:31])([F:30])[F:29])[CH:12]=3)[C:4]=2[CH:3]=1.[NH3:32]. (2) Given the product [C:27]([O:17][CH2:1][CH2:2][CH2:3][CH2:4][CH2:5][CH2:6][CH2:7][CH2:8][CH2:9][CH2:10][CH2:11][CH2:12][CH2:13][CH2:14][CH2:15][CH3:16])(=[O:28])[CH2:26][CH2:25][CH2:24][CH2:23][CH2:22][CH2:18][CH2:19]/[CH:1]=[CH:2]\[CH2:3][CH2:4][CH2:5][CH3:6], predict the reactants needed to synthesize it. The reactants are: [CH2:1]([OH:17])[CH2:2][CH2:3][CH2:4][CH2:5][CH2:6][CH2:7][CH2:8][CH2:9][CH2:10][CH2:11][CH2:12][CH2:13][CH2:14][CH2:15][CH3:16].[CH2:18]1[CH:22]([CH2:23][CH2:24][CH2:25][CH2:26][C:27](N)=[O:28])SS[CH2:19]1.